Dataset: Catalyst prediction with 721,799 reactions and 888 catalyst types from USPTO. Task: Predict which catalyst facilitates the given reaction. (1) Reactant: [F:1][CH:2]([F:14])[CH2:3][N:4]1[CH2:8][CH:7]([C:9]([OH:11])=O)[N:6]([CH3:12])[C:5]1=[O:13].O.ON1C2C=CC=CC=2N=N1.Cl.C(N=C=NCCCN(C)C)C.C(N1CCOCC1)C.[Cl:46][C:47]1[CH:52]=[C:51]([Cl:53])[CH:50]=[CH:49][C:48]=1[CH2:54][NH2:55]. Product: [Cl:46][C:47]1[CH:52]=[C:51]([Cl:53])[CH:50]=[CH:49][C:48]=1[CH2:54][NH:55][C:9]([CH:7]1[CH2:8][N:4]([CH2:3][CH:2]([F:1])[F:14])[C:5](=[O:13])[N:6]1[CH3:12])=[O:11]. The catalyst class is: 4. (2) Reactant: [O:1]=[C:2]([CH2:11][CH2:12][CH2:13][CH2:14][CH2:15][C:16]([OH:18])=[O:17])[CH2:3][CH2:4][CH2:5][CH2:6][CH2:7][C:8]([OH:10])=[O:9].CCN=C=N[CH2:24][CH2:25][CH2:26]N(C)C.Cl.[CH3:31][CH2:32][CH2:33][CH2:34][CH:35](O)[CH2:36][CH2:37][CH2:38][CH3:39]. Product: [O:1]=[C:2]([CH2:11][CH2:12][CH2:13][CH2:14][CH2:15][C:16]([O:18][CH:11]([CH2:12][CH2:26][CH2:25][CH3:24])[CH2:2][CH2:3][CH2:4][CH3:5])=[O:17])[CH2:3][CH2:4][CH2:5][CH2:6][CH2:7][C:8]([O:10][CH:35]([CH2:36][CH2:37][CH2:38][CH3:39])[CH2:34][CH2:33][CH2:32][CH3:31])=[O:9]. The catalyst class is: 119. (3) Reactant: [ClH:1].Cl.[NH2:3][C:4]1[CH:23]=[CH:22][C:7]2[CH:8]=[C:9]([C:11]([NH:13][C@@H:14]3[CH:19]4[CH2:20][CH2:21][N:16]([CH2:17][CH2:18]4)[CH2:15]3)=[O:12])[S:10][C:6]=2[CH:5]=1.C(N(CC)CC)C.[F:31][C:32]([F:44])([F:43])[O:33][C:34]1[CH:35]=[C:36]([N:40]=[C:41]=[O:42])[CH:37]=[CH:38][CH:39]=1. Product: [ClH:1].[N:16]12[CH2:21][CH2:20][CH:19]([CH2:18][CH2:17]1)[C@@H:14]([NH:13][C:11]([C:9]1[S:10][C:6]3[CH:5]=[C:4]([NH:3][C:41]([NH:40][C:36]4[CH:37]=[CH:38][CH:39]=[C:34]([O:33][C:32]([F:31])([F:43])[F:44])[CH:35]=4)=[O:42])[CH:23]=[CH:22][C:7]=3[CH:8]=1)=[O:12])[CH2:15]2. The catalyst class is: 118. (4) Reactant: [S:1]1[C:5]2[CH:6]=[CH:7][CH:8]=[CH:9][C:4]=2[N:3]=[C:2]1[O:10][C:11]1[CH:16]=[CH:15][C:14]([CH2:17][CH2:18][NH:19][CH2:20][CH2:21][CH2:22][N:23]2[CH2:27][CH2:26][CH2:25][C:24]2=[O:28])=[CH:13][CH:12]=1.[CH3:29][C:30]([CH3:32])=O.[BH-](OC(C)=O)(OC(C)=O)OC(C)=O.[Na+]. Product: [S:1]1[C:5]2[CH:6]=[CH:7][CH:8]=[CH:9][C:4]=2[N:3]=[C:2]1[O:10][C:11]1[CH:12]=[CH:13][C:14]([CH2:17][CH2:18][N:19]([CH:30]([CH3:32])[CH3:29])[CH2:20][CH2:21][CH2:22][N:23]2[CH2:27][CH2:26][CH2:25][C:24]2=[O:28])=[CH:15][CH:16]=1. The catalyst class is: 2. (5) Reactant: [NH:1]1[C:9]2[C:4](=[CH:5][C:6]([C:10]([OH:12])=[O:11])=[CH:7][CH:8]=2)[CH:3]=[CH:2]1.[OH2:13]. Product: [CH:5]1[C:6]([C:10]([OH:12])=[O:11])=[CH:7][CH:8]=[C:9]2[C:4]=1[C:3]1[C:2]([NH:1]2)=[C:2]2[NH:1][C:9]3[CH:8]=[CH:7][C:6]([C:10]([OH:13])=[O:13])=[CH:5][C:4]=3[C:3]2=[C:2]2[NH:1][C:9]3[CH:8]=[CH:7][C:6]([C:10]([OH:12])=[O:11])=[CH:5][C:4]=3[C:3]=12. The catalyst class is: 10. (6) Reactant: C([N:8]1[CH2:13][CH2:12][CH:11]([N:14]2[C:18]3=[N:19][C:20]([Cl:29])=[N:21][C:22]([N:23]4[CH2:28][CH2:27][O:26][CH2:25][CH2:24]4)=[C:17]3[CH:16]=[N:15]2)[CH2:10][CH2:9]1)C1C=CC=CC=1.[CH3:30][O:31][C:32](Cl)=[O:33]. Product: [CH3:30][O:31][C:32]([N:8]1[CH2:9][CH2:10][CH:11]([N:14]2[C:18]3=[N:19][C:20]([Cl:29])=[N:21][C:22]([N:23]4[CH2:24][CH2:25][O:26][CH2:27][CH2:28]4)=[C:17]3[CH:16]=[N:15]2)[CH2:12][CH2:13]1)=[O:33]. The catalyst class is: 2. (7) Reactant: [NH2:1][C:2]1[CH:7]=[CH:6][N:5]=[CH:4][N:3]=1.[H-].[Na+].[N+](C1C=CC([O:19][C:20]([N:22]2[CH2:25][CH:24]([O:26][C:27]3[CH:32]=[CH:31][C:30]([I:33])=[CH:29][N:28]=3)[CH2:23]2)=O)=CC=1)([O-])=O. Product: [N:5]1[CH:6]=[CH:7][C:2]([NH:1][C:20]([N:22]2[CH2:23][CH:24]([O:26][C:27]3[CH:32]=[CH:31][C:30]([I:33])=[CH:29][N:28]=3)[CH2:25]2)=[O:19])=[N:3][CH:4]=1. The catalyst class is: 3. (8) Reactant: [S:1]1[CH:5]=[CH:4][CH:3]=[C:2]1[C:6]1[S:10][C:9]([CH:11]=O)=[CH:8][CH:7]=1.[NH2:13][C:14]1[S:15][C:16]([NH2:29])=[C:17]([C:24]([O:26][CH2:27][CH3:28])=[O:25])[C:18]=1[C:19]([O:21][CH2:22][CH3:23])=[O:20].C(O)(C(F)(F)F)=O. Product: [CH2:22]([O:21][C:19]([C:18]1[C:17]([C:24]([O:26][CH2:27][CH3:28])=[O:25])=[C:16]([N:29]=[CH:11][C:9]2[S:10][C:6]([C:2]3[S:1][CH:5]=[CH:4][CH:3]=3)=[CH:7][CH:8]=2)[S:15][C:14]=1[NH2:13])=[O:20])[CH3:23]. The catalyst class is: 32.